This data is from Full USPTO retrosynthesis dataset with 1.9M reactions from patents (1976-2016). The task is: Predict the reactants needed to synthesize the given product. Given the product [CH3:6][N:7]1[C:15]2[C:10](=[CH:11][C:12]([S:2]([Cl:1])(=[O:5])=[O:3])=[CH:13][CH:14]=2)[CH2:9][CH2:8]1, predict the reactants needed to synthesize it. The reactants are: [Cl:1][S:2]([OH:5])(=O)=[O:3].[CH3:6][N:7]1[C:15]2[C:10](=[CH:11][CH:12]=[CH:13][CH:14]=2)[CH2:9][CH2:8]1.